From a dataset of Reaction yield outcomes from USPTO patents with 853,638 reactions. Predict the reaction yield, written as a fraction of the theoretical maximum amount of product (1.0 means a 100% yield; for example, 0.34 means a 34% yield). (1) The reactants are [Cl-].[Br:2][C:3]1[CH:8]=[CH:7][C:6]([CH2:9][NH3+:10])=[CH:5][CH:4]=1.[OH-].[Na+].Cl[C:14]([O:16][CH2:17][C:18]1[CH:23]=[CH:22][CH:21]=[CH:20][CH:19]=1)=[O:15]. The catalyst is O1CCCC1.O.[Cl-].[Na+].O. The product is [Br:2][C:3]1[CH:8]=[CH:7][C:6]([CH2:9][NH:10][C:14](=[O:15])[O:16][CH2:17][C:18]2[CH:23]=[CH:22][CH:21]=[CH:20][CH:19]=2)=[CH:5][CH:4]=1. The yield is 1.02. (2) The reactants are [NH2:1][C:2]1[S:6][C:5]([NH:7][C:8]2[CH:17]=[CH:16][C:15]3[C:10](=[CH:11][CH:12]=[CH:13][CH:14]=3)[CH:9]=2)=[N:4][C:3]=1[C:18]([NH2:20])=[O:19].C(N(CC)C(C)C)(C)C.Cl[CH2:31][C:32]1[CH:40]=[CH:39][C:35]([C:36](Cl)=[O:37])=[CH:34][CH:33]=1.[C:41]([N:48]1[CH2:53][CH2:52][NH:51][CH2:50][CH2:49]1)([O:43][C:44]([CH3:47])([CH3:46])[CH3:45])=[O:42]. The catalyst is CC(N(C)C)=O.C(OCC)(=O)C. The product is [C:18]([C:3]1[N:4]=[C:5]([NH:7][C:8]2[CH:17]=[CH:16][C:15]3[C:10](=[CH:11][CH:12]=[CH:13][CH:14]=3)[CH:9]=2)[S:6][C:2]=1[NH:1][C:36]([C:35]1[CH:39]=[CH:40][C:32]([CH2:31][N:51]2[CH2:50][CH2:49][N:48]([C:41]([O:43][C:44]([CH3:47])([CH3:46])[CH3:45])=[O:42])[CH2:53][CH2:52]2)=[CH:33][CH:34]=1)=[O:37])(=[O:19])[NH2:20]. The yield is 0.110.